From a dataset of Peptide-MHC class II binding affinity with 134,281 pairs from IEDB. Regression. Given a peptide amino acid sequence and an MHC pseudo amino acid sequence, predict their binding affinity value. This is MHC class II binding data. (1) The peptide sequence is AAAAAGTTVYGAFAA. The MHC is HLA-DQA10401-DQB10402 with pseudo-sequence HLA-DQA10401-DQB10402. The binding affinity (normalized) is 0.541. (2) The MHC is DRB4_0101 with pseudo-sequence DRB4_0103. The peptide sequence is DMDKVETFLRIVQCR. The binding affinity (normalized) is 0.379. (3) The peptide sequence is FTVFEAAFNNAIKAG. The MHC is HLA-DPA10201-DPB10101 with pseudo-sequence HLA-DPA10201-DPB10101. The binding affinity (normalized) is 0.381. (4) The peptide sequence is AEHQAIVRDVLAAGD. The MHC is DRB5_0101 with pseudo-sequence DRB5_0101. The binding affinity (normalized) is 0. (5) The peptide sequence is AACTAGTTVYGAFAA. The MHC is HLA-DPA10103-DPB10401 with pseudo-sequence HLA-DPA10103-DPB10401. The binding affinity (normalized) is 0.192.